Dataset: Full USPTO retrosynthesis dataset with 1.9M reactions from patents (1976-2016). Task: Predict the reactants needed to synthesize the given product. (1) Given the product [CH2:5]([O:7][C:8](=[O:25])[CH2:9][C:10]1([CH2:4][N+:1]([O-:3])=[O:2])[CH2:15][CH2:14][C:13]([N:21]2[CH2:24][CH2:23][CH2:22]2)([C:16]2[S:17][CH:18]=[CH:19][CH:20]=2)[CH2:12][CH2:11]1)[CH3:6], predict the reactants needed to synthesize it. The reactants are: [N+:1]([CH3:4])([O-:3])=[O:2].[CH2:5]([O:7][C:8](=[O:25])[CH:9]=[C:10]1[CH2:15][CH2:14][C:13]([N:21]2[CH2:24][CH2:23][CH2:22]2)([C:16]2[S:17][CH:18]=[CH:19][CH:20]=2)[CH2:12][CH2:11]1)[CH3:6].O.O.O.[F-].C([N+](CCCC)(CCCC)CCCC)CCC. (2) Given the product [NH2:9][C:10]1[S:11][C:6]([C:5]([O:16][CH:13]([CH3:15])[CH3:14])=[O:4])=[C:2]([CH2:3][OH:8])[N:12]=1, predict the reactants needed to synthesize it. The reactants are: Cl[CH:2]1[C:6](=O)[CH2:5][O:4][C:3]1=[O:8].[NH2:9][C:10]([NH2:12])=[S:11].[CH:13]([OH:16])([CH3:15])[CH3:14].